The task is: Predict the product of the given reaction.. This data is from Forward reaction prediction with 1.9M reactions from USPTO patents (1976-2016). (1) Given the reactants [F:1][C:2]1[C:10]([CH3:11])=[CH:9][CH:8]=[CH:7][C:3]=1[C:4]([OH:6])=[O:5].[Br:12]N1C(=O)CCC1=O.N(C(C)(C)C#N)=NC(C)(C)C#N, predict the reaction product. The product is: [Br:12][CH2:11][C:10]1[C:2]([F:1])=[C:3]([CH:7]=[CH:8][CH:9]=1)[C:4]([OH:6])=[O:5]. (2) The product is: [C:1]([O-:20])(=[O:19])[CH2:2][CH2:3][CH2:4][CH2:5][CH2:6][CH2:7][CH2:8][CH2:9][CH2:10][CH2:11][CH2:12][CH2:13][CH2:14][CH2:15][CH2:16][CH2:17][CH3:18].[Cu+2:26].[C:1]([O-:20])(=[O:19])[CH2:2][CH2:3][CH2:4][CH2:5][CH2:6][CH2:7][CH2:8][CH2:9][CH2:10][CH2:11][CH2:12][CH2:13][CH2:14][CH2:15][CH2:16][CH2:17][CH3:18]. Given the reactants [C:1]([OH:20])(=[O:19])[CH2:2][CH2:3][CH2:4][CH2:5][CH2:6][CH2:7][CH2:8][CH2:9][CH2:10][CH2:11][CH2:12][CH2:13][CH2:14][CH2:15][CH2:16][CH2:17][CH3:18].O.C([O-])(=O)C.[Cu+2:26].C([O-])(=O)C, predict the reaction product. (3) Given the reactants [OH:1][CH2:2][C:3](=[CH2:9])[C:4]([O:6][CH2:7][CH3:8])=[O:5].[CH2:10]=[C:11]([O:14][Si:15]([CH3:18])([CH3:17])[CH3:16])[CH:12]=[CH2:13], predict the reaction product. The product is: [OH:1][CH2:2][C:3]1([C:4]([O:6][CH2:7][CH3:8])=[O:5])[CH2:13][CH2:12][C:11]([O:14][Si:15]([CH3:18])([CH3:17])[CH3:16])=[CH:10][CH2:9]1.